This data is from Forward reaction prediction with 1.9M reactions from USPTO patents (1976-2016). The task is: Predict the product of the given reaction. (1) Given the reactants C([O:8][C:9]1[CH:37]=[CH:36][C:12]2[NH:13][C:14]([C:19]3[C:20](=[O:35])[N:21]([NH:30][CH:31]4[CH2:34][CH2:33][CH2:32]4)[C:22]4[C:27]([C:28]=3[OH:29])=[CH:26][CH:25]=[CH:24][CH:23]=4)=[N:15][S:16](=[O:18])(=[O:17])[C:11]=2[CH:10]=1)C1C=CC=CC=1, predict the reaction product. The product is: [CH:31]1([NH:30][N:21]2[C:22]3[C:27](=[CH:26][CH:25]=[CH:24][CH:23]=3)[C:28]([OH:29])=[C:19]([C:14]3[NH:13][C:12]4[CH:36]=[CH:37][C:9]([OH:8])=[CH:10][C:11]=4[S:16](=[O:17])(=[O:18])[N:15]=3)[C:20]2=[O:35])[CH2:32][CH2:33][CH2:34]1. (2) Given the reactants [H-].[Na+].[C:3]([O:6][CH2:7][CH2:8][C:9]1[CH:14]=[CH:13][C:12]([OH:15])=[C:11]([O:16][CH3:17])[CH:10]=1)(=[O:5])[CH3:4].Cl[CH2:19][O:20][CH2:21][CH2:22][O:23][CH3:24].O, predict the reaction product. The product is: [C:3]([O:6][CH2:7][CH2:8][C:9]1[CH:14]=[CH:13][C:12]([O:15][CH2:19][O:20][CH2:21][CH2:22][O:23][CH3:24])=[C:11]([O:16][CH3:17])[CH:10]=1)(=[O:5])[CH3:4].